Dataset: Aqueous solubility values for 9,982 compounds from the AqSolDB database. Task: Regression/Classification. Given a drug SMILES string, predict its absorption, distribution, metabolism, or excretion properties. Task type varies by dataset: regression for continuous measurements (e.g., permeability, clearance, half-life) or binary classification for categorical outcomes (e.g., BBB penetration, CYP inhibition). For this dataset (solubility_aqsoldb), we predict Y. (1) The drug is CN=C(NC)N1Cc2cccc3cccc(c23)C1. The Y is -1.15 log mol/L. (2) The drug is Cc1ccc2c(c1)C=CS2(=O)=O. The Y is -2.65 log mol/L. (3) The molecule is COS(=O)(=O)c1ccccc1. The Y is -1.74 log mol/L. (4) The compound is CC(=O)OC1CCC2C3CCC4=CC(=O)CCC4(C)C3CCC12C. The Y is -5.18 log mol/L. (5) The drug is Cn1cnc2nc(Cl)nc(Cl)c21. The Y is -1.15 log mol/L. (6) The molecule is CCCCCCCC1CCCC1=O. The Y is -3.77 log mol/L. (7) The molecule is CCOC(=O)c1ccc(N)cc1. The Y is -2.32 log mol/L. (8) The compound is CC(C)C(C)CO. The Y is -0.390 log mol/L. (9) The Y is -4.14 log mol/L. The molecule is Cn1cc(C(N)=O)c(Nc2ccc(Br)cc2F)c(F)c1=O.